Regression. Given a peptide amino acid sequence and an MHC pseudo amino acid sequence, predict their binding affinity value. This is MHC class II binding data. From a dataset of Peptide-MHC class II binding affinity with 134,281 pairs from IEDB. The peptide sequence is YKKLRTSSFALNLPT. The MHC is HLA-DPA10201-DPB10101 with pseudo-sequence HLA-DPA10201-DPB10101. The binding affinity (normalized) is 0.537.